From a dataset of Forward reaction prediction with 1.9M reactions from USPTO patents (1976-2016). Predict the product of the given reaction. (1) Given the reactants [CH3:1][C:2]1([CH3:22])[C:6](=[O:7])[CH2:5][N:4]([C:8]([O:10][C:11]([CH3:14])([CH3:13])[CH3:12])=[O:9])[C@@H:3]1[C:15]([O:17]C(C)(C)C)=[O:16].C(O)(C(F)(F)F)=O.C(=O)(O)[O-].[Na+], predict the reaction product. The product is: [C:11]([O:10][C:8]([N:4]1[CH2:5][C:6](=[O:7])[C:2]([CH3:22])([CH3:1])[C@H:3]1[C:15]([OH:17])=[O:16])=[O:9])([CH3:14])([CH3:12])[CH3:13]. (2) The product is: [Br:14][C:9]1[CH:8]=[C:7]([CH2:6][C:15]#[N:16])[CH:12]=[CH:11][C:10]=1[F:13]. Given the reactants CS(O[CH2:6][C:7]1[CH:12]=[CH:11][C:10]([F:13])=[C:9]([Br:14])[CH:8]=1)(=O)=O.[C-:15]#[N:16].[Na+], predict the reaction product.